Dataset: Forward reaction prediction with 1.9M reactions from USPTO patents (1976-2016). Task: Predict the product of the given reaction. (1) Given the reactants [Br:1][C:2]1[C:7]([CH3:8])=[CH:6][C:5]([N:9]2[C:13]3([CH2:17][CH2:16][CH2:15][CH2:14]3)[C:12](=N)[NH:11][C:10]2=[O:19])=[CH:4][C:3]=1[CH3:20].O.C(=O)([O-])[OH:23].[Na+], predict the reaction product. The product is: [Br:1][C:2]1[C:7]([CH3:8])=[CH:6][C:5]([N:9]2[C:13]3([CH2:17][CH2:16][CH2:15][CH2:14]3)[C:12](=[O:23])[NH:11][C:10]2=[O:19])=[CH:4][C:3]=1[CH3:20]. (2) Given the reactants [NH2:1][C:2]1[CH:11]=[C:10]2[C:5]([CH:6]=[C:7]([C:13]3[CH:18]=[CH:17][CH:16]=[CH:15][C:14]=3[C:19]([F:22])([F:21])[F:20])[NH:8][C:9]2=[O:12])=[CH:4][CH:3]=1.[O:23]=[CH:24][C@@H:25]([C@@H:27]([CH2:29]O)[OH:28])[OH:26].C(O)(=O)C, predict the reaction product. The product is: [F:21][C:19]([F:22])([F:20])[C:14]1[CH:15]=[CH:16][CH:17]=[CH:18][C:13]=1[C:7]1[NH:8][C:9](=[O:12])[C:10]2[C:5]([CH:6]=1)=[CH:4][CH:3]=[C:2]([NH:1][CH2:29][C@H:27]([OH:28])[C@H:25]([OH:26])[CH2:24][OH:23])[CH:11]=2. (3) Given the reactants [Cl:1][C:2]1[NH:11][C:10]2[C:9](=[O:12])[N:7]([CH3:8])[C:6](=[O:13])[N:5]([CH3:14])[C:4]=2[N:3]=1.[CH3:15][C:16]1[CH:23]=[CH:22][CH:21]=[CH:20][C:17]=1[CH2:18]Br.C(Br)C1C=CC=CC=1, predict the reaction product. The product is: [Cl:1][C:2]1[N:11]([CH2:15][C:16]2[CH:23]=[CH:22][CH:21]=[CH:20][C:17]=2[CH3:18])[C:10]2[C:9](=[O:12])[N:7]([CH3:8])[C:6](=[O:13])[N:5]([CH3:14])[C:4]=2[N:3]=1. (4) Given the reactants [H-].[Na+].[CH:3]1([OH:7])[CH2:6][CH2:5][CH2:4]1.Cl[C:9]1[N:14]=[CH:13][N:12]=[C:11]([N:15]2[CH2:20][CH2:19][N:18]([C:21]([O:23][C:24]([CH3:27])([CH3:26])[CH3:25])=[O:22])[CH2:17][CH2:16]2)[CH:10]=1, predict the reaction product. The product is: [CH:3]1([O:7][C:9]2[N:14]=[CH:13][N:12]=[C:11]([N:15]3[CH2:20][CH2:19][N:18]([C:21]([O:23][C:24]([CH3:27])([CH3:26])[CH3:25])=[O:22])[CH2:17][CH2:16]3)[CH:10]=2)[CH2:6][CH2:5][CH2:4]1. (5) Given the reactants [F:1][C:2]1[CH:3]=[C:4]([N:21]2[CH2:25][C@H:24]([CH2:26][N:27]3[CH:31]=[CH:30][N:29]=[N:28]3)[O:23][C:22]2=[O:32])[CH:5]=[CH:6][C:7]=1[C:8]1[CH:9]=[N:10][C:11]([C:14]2[CH2:18][C@@H:17]([CH2:19][OH:20])[O:16][N:15]=2)=[CH:12][CH:13]=1.[CH3:33][O:34][CH2:35][C:36](O)=[O:37].Cl.CN(C)CCCN=C=NCC, predict the reaction product. The product is: [CH3:33][O:34][CH2:35][C:36]([O:20][CH2:19][C@H:17]1[O:16][N:15]=[C:14]([C:11]2[CH:12]=[CH:13][C:8]([C:7]3[CH:6]=[CH:5][C:4]([N:21]4[CH2:25][C@H:24]([CH2:26][N:27]5[CH:31]=[CH:30][N:29]=[N:28]5)[O:23][C:22]4=[O:32])=[CH:3][C:2]=3[F:1])=[CH:9][N:10]=2)[CH2:18]1)=[O:37]. (6) The product is: [NH2:25][C:18]1[C:17]2[N:16]=[C:15]([CH3:26])[N:14]([CH2:13][CH2:12][O:11][CH2:10][CH2:9][NH:8][S:3]([N:2]([CH3:7])[CH3:1])(=[O:5])=[O:4])[C:22]=2[C:21]([CH3:23])=[C:20]([CH3:24])[N:19]=1. Given the reactants [CH3:1][N:2]([CH3:7])[S:3](Cl)(=[O:5])=[O:4].[NH2:8][CH2:9][CH2:10][O:11][CH2:12][CH2:13][N:14]1[C:22]2[C:21]([CH3:23])=[C:20]([CH3:24])[N:19]=[C:18]([NH2:25])[C:17]=2[N:16]=[C:15]1[CH3:26], predict the reaction product. (7) Given the reactants [C:1]1([S:7](Cl)(=[O:9])=[O:8])[CH:6]=[CH:5][CH:4]=[CH:3][CH:2]=1.[NH2:11][C:12]1[CH:19]=[CH:18][CH:17]=[C:16]([CH:20]2[CH2:22][CH2:21]2)[C:13]=1[C:14]#[N:15].C(N(CC)CC)C, predict the reaction product. The product is: [C:14]([C:13]1[C:16]([CH:20]2[CH2:22][CH2:21]2)=[CH:17][CH:18]=[CH:19][C:12]=1[NH:11][S:7]([C:1]1[CH:6]=[CH:5][CH:4]=[CH:3][CH:2]=1)(=[O:9])=[O:8])#[N:15].